Dataset: Catalyst prediction with 721,799 reactions and 888 catalyst types from USPTO. Task: Predict which catalyst facilitates the given reaction. Reactant: C(C1[N:8]=[CH:7][C:6]([C:9](O)=O)=[CH:5][CH:4]=1)#N.[C:12]([OH:15])(=O)[CH3:13].[CH:16]([NH2:18])=N.[OH2:19].[NH2:20][NH2:21].Cl.[N:23]([O-])=O.[Na+]. Product: [N:20]1[CH:16]=[N:18][N:23]=[C:9]([C:6]2[CH:5]=[CH:4][C:13]([C:12]([OH:15])=[O:19])=[N:8][CH:7]=2)[N:21]=1. The catalyst class is: 6.